From a dataset of Full USPTO retrosynthesis dataset with 1.9M reactions from patents (1976-2016). Predict the reactants needed to synthesize the given product. (1) Given the product [ClH:46].[ClH:46].[NH:1]1[C:9]2[C:4](=[CH:5][CH:6]=[CH:7][CH:8]=2)[C:3](/[CH:10]=[CH:11]/[C:12]2[CH:13]=[CH:14][C:15]([C:16]([NH:34][CH:31]3[CH2:32][CH2:33][NH:28][CH2:29][CH2:30]3)=[O:18])=[CH:19][CH:20]=2)=[N:2]1, predict the reactants needed to synthesize it. The reactants are: [NH:1]1[C:9]2[C:4](=[CH:5][CH:6]=[CH:7][CH:8]=2)[C:3](/[CH:10]=[CH:11]/[C:12]2[CH:20]=[CH:19][C:15]([C:16]([OH:18])=O)=[CH:14][CH:13]=2)=[N:2]1.C(OC([N:28]1[CH2:33][CH2:32][CH:31]([NH2:34])[CH2:30][CH2:29]1)=O)(C)(C)C.O.ON1C2C=CC=CC=2N=N1.[ClH:46].C(N=C=NCCCN(C)C)C.CN1CCOCC1.Cl.CO. (2) Given the product [CH2:1]([C:4]1[N:8]([CH2:9][C:10]2[CH:30]=[CH:29][C:13]3/[C:14](=[CH:23]/[C:24]4[N:25]=[C:44]([C:43]([F:54])([F:53])[F:42])[O:28][N:27]=4)/[C:15]4[CH:22]=[CH:21][CH:20]=[CH:19][C:16]=4[CH2:17][CH2:18][C:12]=3[CH:11]=2)[C:7]2[CH:31]=[CH:32][CH:33]=[CH:34][C:6]=2[N:5]=1)[CH2:2][CH3:3], predict the reactants needed to synthesize it. The reactants are: [CH2:1]([C:4]1[N:8]([CH2:9][C:10]2[CH:30]=[CH:29][C:13]3[C:14](=[CH:23]/[C:24](/[NH:27][OH:28])=[N:25]\[H])[C:15]4[CH:22]=[CH:21][CH:20]=[CH:19][C:16]=4[CH2:17][CH2:18][C:12]=3[CH:11]=2)[C:7]2[CH:31]=[CH:32][CH:33]=[CH:34][C:6]=2[N:5]=1)[CH2:2][CH3:3].C(N(CC)CC)C.[F:42][C:43]([F:54])([F:53])[C:44](O[C:44](=O)[C:43]([F:54])([F:53])[F:42])=O.O. (3) Given the product [CH2:1]([C:8]1[S:12][C:11]([C:13](=[O:15])[CH2:14][C:27]([C:29]2[CH:34]=[CH:33][CH:32]=[CH:31][N:30]=2)=[O:28])=[CH:10][CH:9]=1)[C:2]1[CH:7]=[CH:6][CH:5]=[CH:4][CH:3]=1, predict the reactants needed to synthesize it. The reactants are: [CH2:1]([C:8]1[S:12][C:11]([C:13](=[O:15])[CH3:14])=[CH:10][CH:9]=1)[C:2]1[CH:7]=[CH:6][CH:5]=[CH:4][CH:3]=1.[Li+].CC([N-]C(C)C)C.CON(C)[C:27]([C:29]1[CH:34]=[CH:33][CH:32]=[CH:31][N:30]=1)=[O:28].Cl.